This data is from Catalyst prediction with 721,799 reactions and 888 catalyst types from USPTO. The task is: Predict which catalyst facilitates the given reaction. (1) Reactant: [CH3:1][C@@H:2]1[CH2:7][N:6]([C:8]2[C:22]([CH:23]=O)=[CH:21][C:11]3[C:12]([C:15]4[N:19]([CH3:20])[N:18]=[CH:17][N:16]=4)=[N:13][O:14][C:10]=3[C:9]=2[F:25])[CH2:5][C@@H:4]([CH3:26])[O:3]1.[NH:27]1[C:32](=[O:33])[CH2:31][C:30](=[O:34])[NH:29][C:28]1=[O:35]. Product: [F:25][C:9]1[C:10]2[O:14][N:13]=[C:12]([C:15]3[N:19]([CH3:20])[N:18]=[CH:17][N:16]=3)[C:11]=2[CH:21]=[C:22]2[C:8]=1[N:6]1[CH2:5][C@@H:4]([CH3:26])[O:3][C@@H:2]([CH3:1])[C@@H:7]1[C:31]1([C:30](=[O:34])[NH:29][C:28](=[O:35])[NH:27][C:32]1=[O:33])[CH2:23]2. The catalyst class is: 5. (2) Reactant: [F:1][C:2]1[CH:7]=[CH:6][C:5]([S:8]([NH:11][C@@H:12]([CH2:17][OH:18])[C:13]([O:15][CH3:16])=[O:14])(=[O:10])=[O:9])=[CH:4][CH:3]=1.[C:19]([O-])([O-])=O.[K+].[K+].IC. Product: [F:1][C:2]1[CH:3]=[CH:4][C:5]([S:8]([N:11]([CH3:19])[C@@H:12]([CH2:17][OH:18])[C:13]([O:15][CH3:16])=[O:14])(=[O:9])=[O:10])=[CH:6][CH:7]=1. The catalyst class is: 3. (3) Product: [C:17]([O:16][C:14]([N:8]1[CH2:9][CH2:10][N:5]2[N:4]=[C:3]([C:2]([F:12])([F:1])[F:13])[N:11]=[C:6]2[CH2:7]1)=[O:15])([CH3:20])([CH3:19])[CH3:18]. The catalyst class is: 4. Reactant: [F:1][C:2]([F:13])([F:12])[C:3]1[N:11]=[C:6]2[CH2:7][NH:8][CH2:9][CH2:10][N:5]2[N:4]=1.[C:14](O[C:14]([O:16][C:17]([CH3:20])([CH3:19])[CH3:18])=[O:15])([O:16][C:17]([CH3:20])([CH3:19])[CH3:18])=[O:15].C(N(C(C)C)CC)(C)C. (4) Reactant: [Cl:1][C:2]1[CH:7]=[CH:6][CH:5]=[C:4]([Cl:8])[C:3]=1[NH:9][C:10]([NH:12][C:13]1[CH:17]=[C:16]([C:18]2[CH:23]=[CH:22][CH:21]=[CH:20][CH:19]=2)[S:15][C:14]=1[C:24](O)=[O:25])=[O:11].CN(C(ON1N=NC2C=CC=NC1=2)=[N+](C)C)C.F[P-](F)(F)(F)(F)F.CCN(C(C)C)C(C)C.Cl.[NH2:61][C@@H:62]([CH:67]1[CH2:72][CH2:71][CH2:70][CH2:69][CH2:68]1)[C:63]([O:65][CH3:66])=[O:64]. Product: [CH:67]1([C@H:62]([NH:61][C:24]([C:14]2[S:15][C:16]([C:18]3[CH:23]=[CH:22][CH:21]=[CH:20][CH:19]=3)=[CH:17][C:13]=2[NH:12][C:10]([NH:9][C:3]2[C:4]([Cl:8])=[CH:5][CH:6]=[CH:7][C:2]=2[Cl:1])=[O:11])=[O:25])[C:63]([O:65][CH3:66])=[O:64])[CH2:72][CH2:71][CH2:70][CH2:69][CH2:68]1. The catalyst class is: 3. (5) Reactant: [C:1]([NH:11][C:12]1[CH:17]=[CH:16][C:15]([N:18]2[CH2:23][CH2:22][O:21][CH2:20][CH2:19]2)=[C:14]([F:24])[CH:13]=1)([O:3][CH2:4][C:5]1C=CC=CC=1)=[O:2].CC(C)([O-])C.[Li+].ClC[C@@H](O)[CH2:34][N:35]([CH2:43][C:44]1[CH:49]=[CH:48][CH:47]=[CH:46][CH:45]=1)[CH2:36][C:37]1[CH:42]=[CH:41][CH:40]=[CH:39][CH:38]=1.[Cl-].[NH4+]. Product: [CH2:43]([N:35]([CH2:34][C@@H:4]1[O:3][C:1](=[O:2])[N:11]([C:12]2[CH:17]=[CH:16][C:15]([N:18]3[CH2:19][CH2:20][O:21][CH2:22][CH2:23]3)=[C:14]([F:24])[CH:13]=2)[CH2:5]1)[CH2:36][C:37]1[CH:42]=[CH:41][CH:40]=[CH:39][CH:38]=1)[C:44]1[CH:49]=[CH:48][CH:47]=[CH:46][CH:45]=1. The catalyst class is: 362. (6) Reactant: [H-].[Al+3].[Li+].[H-].[H-].[H-].[S:7]1[C:11]2[CH:12]=[CH:13][CH:14]=[CH:15][C:10]=2[N:9]=[C:8]1[C:16]1[CH:21]=[CH:20][C:19]([O:22][CH3:23])=[CH:18][C:17]=1[NH:24][C:25](=O)[C:26]1[CH:31]=[CH:30][C:29]([O:32][CH2:33][CH2:34][N:35]2[CH2:40][CH2:39][CH2:38][CH2:37][CH2:36]2)=[C:28]([F:41])[CH:27]=1.O. Product: [S:7]1[C:11]2[CH:12]=[CH:13][CH:14]=[CH:15][C:10]=2[N:9]=[C:8]1[C:16]1[CH:21]=[CH:20][C:19]([O:22][CH3:23])=[CH:18][C:17]=1[NH:24][CH2:25][C:26]1[CH:31]=[CH:30][C:29]([O:32][CH2:33][CH2:34][N:35]2[CH2:40][CH2:39][CH2:38][CH2:37][CH2:36]2)=[C:28]([F:41])[CH:27]=1. The catalyst class is: 7. (7) Product: [CH2:1]([O:8][C:12]1[N:17]=[N:16][C:15]([NH2:18])=[CH:14][CH:13]=1)[C:2]1[CH:7]=[CH:6][CH:5]=[CH:4][CH:3]=1. Reactant: [CH2:1]([OH:8])[C:2]1[CH:7]=[CH:6][CH:5]=[CH:4][CH:3]=1.[H-].[Na+].Cl[C:12]1[N:17]=[N:16][C:15]([NH2:18])=[CH:14][CH:13]=1. The catalyst class is: 6.